This data is from Full USPTO retrosynthesis dataset with 1.9M reactions from patents (1976-2016). The task is: Predict the reactants needed to synthesize the given product. (1) Given the product [C:18]([O:22][C:23]([NH:25][CH2:26][CH2:27][CH2:28][CH2:29][CH2:30][CH2:31][N:10]1[C:11]2[C:16](=[CH:15][CH:14]=[CH:13][CH:12]=2)[C:7]([C:5](=[O:6])[NH:4][CH2:3][CH2:2][OH:1])=[CH:8][C:9]1=[O:17])=[O:24])([CH3:21])([CH3:20])[CH3:19], predict the reactants needed to synthesize it. The reactants are: [OH:1][CH2:2][CH2:3][NH:4][C:5]([C:7]1[C:16]2[C:11](=[CH:12][CH:13]=[CH:14][CH:15]=2)[N:10]=[C:9]([OH:17])[CH:8]=1)=[O:6].[C:18]([O:22][C:23]([NH:25][CH2:26][CH2:27][CH2:28][CH2:29][CH2:30][CH2:31]Br)=[O:24])([CH3:21])([CH3:20])[CH3:19].C(=O)([O-])[O-].[Cs+].[Cs+].CN(C)C=O. (2) Given the product [Cl:17][C:18]1[CH:23]=[CH:22][C:21]([NH:24][C:25]([NH:16][C:10]2[CH:11]=[CH:12][C:13]([O:14][CH3:15])=[C:8]([C:3]3[N:4]([CH3:7])[N:5]=[CH:6][C:2]=3[F:1])[CH:9]=2)=[O:26])=[CH:20][C:19]=1[C:27]([F:28])([F:29])[F:30], predict the reactants needed to synthesize it. The reactants are: [F:1][C:2]1[CH:6]=[N:5][N:4]([CH3:7])[C:3]=1[C:8]1[CH:9]=[C:10]([NH2:16])[CH:11]=[CH:12][C:13]=1[O:14][CH3:15].[Cl:17][C:18]1[CH:23]=[CH:22][C:21]([N:24]=[C:25]=[O:26])=[CH:20][C:19]=1[C:27]([F:30])([F:29])[F:28].